From a dataset of Forward reaction prediction with 1.9M reactions from USPTO patents (1976-2016). Predict the product of the given reaction. (1) Given the reactants [F:1][C:2]1[C:10]([O:11][C:12]2[C:17]3=[C:18]([CH3:22])[C:19]([OH:21])=[CH:20][N:16]3[N:15]=[CH:14][N:13]=2)=[CH:9][CH:8]=[C:7]2[C:3]=1[CH:4]=[C:5]([CH3:23])[NH:6]2.[CH2:24]([CH:26]1[O:28][CH2:27]1)Cl.C(=O)([O-])[O-].[K+].[K+], predict the reaction product. The product is: [F:1][C:2]1[C:10]([O:11][C:12]2[C:17]3=[C:18]([CH3:22])[C:19]([O:21][CH2:24][CH:26]4[CH2:27][O:28]4)=[CH:20][N:16]3[N:15]=[CH:14][N:13]=2)=[CH:9][CH:8]=[C:7]2[C:3]=1[CH:4]=[C:5]([CH3:23])[NH:6]2. (2) Given the reactants CN(C)/[CH:3]=[CH:4]/[C:5]1[C:10]([C:11]#[N:12])=[C:9]([NH:13][C:14]2[CH:19]=[CH:18][CH:17]=[C:16]([CH3:20])[CH:15]=2)[N:8]=[C:7]([S:21][CH3:22])[N:6]=1.[BrH:24], predict the reaction product. The product is: [Br:24][C:11]1[C:10]2[C:9]([NH:13][C:14]3[CH:19]=[CH:18][CH:17]=[C:16]([CH3:20])[CH:15]=3)=[N:8][C:7]([S:21][CH3:22])=[N:6][C:5]=2[CH:4]=[CH:3][N:12]=1.[BrH:24].